This data is from Full USPTO retrosynthesis dataset with 1.9M reactions from patents (1976-2016). The task is: Predict the reactants needed to synthesize the given product. (1) Given the product [Br:14][C:15]1[CH:16]=[CH:17][C:18]([F:23])=[C:19]([CH:20]([C:2]2[CH:7]=[N:6][CH:5]=[CH:4][N:3]=2)[OH:21])[CH:22]=1, predict the reactants needed to synthesize it. The reactants are: I[C:2]1[CH:7]=[N:6][CH:5]=[CH:4][N:3]=1.C([Mg]Cl)CCC.[Br:14][C:15]1[CH:16]=[CH:17][C:18]([F:23])=[C:19]([CH:22]=1)[CH:20]=[O:21]. (2) The reactants are: Br[C:2]1[CH:7]=[CH:6][CH:5]=[CH:4][C:3]=1[P:8]([C:15]1[CH:20]=[CH:19][CH:18]=[CH:17][CH:16]=1)[C:9]1[CH:14]=[CH:13][CH:12]=[CH:11][CH:10]=1.[Li]CCCC.[C:26](Cl)(=[O:31])[C:27]([CH3:30])([CH3:29])[CH3:28]. Given the product [C:27]([C:26]([C:2]1[CH:7]=[CH:6][CH:5]=[CH:4][C:3]=1[P:8]([C:15]1[CH:20]=[CH:19][CH:18]=[CH:17][CH:16]=1)[C:9]1[CH:14]=[CH:13][CH:12]=[CH:11][CH:10]=1)=[O:31])([CH3:30])([CH3:29])[CH3:28], predict the reactants needed to synthesize it. (3) The reactants are: [F:1][C:2]([F:25])([F:24])[C:3]1[CH:4]=[CH:5][C:6]2[C:10]([N:11]3[CH2:16][CH2:15][N:14]([CH2:17][C@@H:18]4[CH2:20][C@H:19]4[CH:21]=O)[CH2:13][CH2:12]3)=[CH:9][S:8][C:7]=2[CH:23]=1.[NH2:26][CH2:27][CH2:28][CH2:29][N:30]1[CH:34]=[CH:33][N:32]=[CH:31]1.[BH4-]. Given the product [N:30]1([CH2:29][CH2:28][CH2:27][NH:26][CH2:21][C@@H:19]2[CH2:20][C@H:18]2[CH2:17][N:14]2[CH2:15][CH2:16][N:11]([C:10]3[C:6]4[CH:5]=[CH:4][C:3]([C:2]([F:25])([F:24])[F:1])=[CH:23][C:7]=4[S:8][CH:9]=3)[CH2:12][CH2:13]2)[CH:34]=[CH:33][N:32]=[CH:31]1, predict the reactants needed to synthesize it. (4) Given the product [CH2:11]([N:13]1[CH2:18][CH2:17][N:16]([C:2]2[CH:7]=[CH:6][C:5]([N+:8]([O-:10])=[O:9])=[CH:4][CH:3]=2)[CH2:15][CH2:14]1)[CH3:12], predict the reactants needed to synthesize it. The reactants are: Br[C:2]1[CH:7]=[CH:6][C:5]([N+:8]([O-:10])=[O:9])=[CH:4][CH:3]=1.[CH2:11]([N:13]1[CH2:18][CH2:17][NH:16][CH2:15][CH2:14]1)[CH3:12]. (5) Given the product [C:1]([O:5][C:6](=[O:26])[C:7]1[CH:12]=[CH:11][C:10]([CH2:13][N:14]2[CH:23]=[CH:22][C:21]3[C:16](=[CH:17][C:18]([C:35]#[C:36][CH2:42][N:43]4[CH:46]=[CH:30][N:31]=[CH:44]4)=[CH:19][CH:20]=3)[C:15]2=[O:25])=[CH:9][CH:8]=1)([CH3:4])([CH3:3])[CH3:2], predict the reactants needed to synthesize it. The reactants are: [C:1]([O:5][C:6](=[O:26])[C:7]1[CH:12]=[CH:11][C:10]([CH2:13][N:14]2[CH:23]=[CH:22][C:21]3[C:16](=[CH:17][C:18](Br)=[CH:19][CH:20]=3)[C:15]2=[O:25])=[CH:9][CH:8]=1)([CH3:4])([CH3:3])[CH3:2].C([CH:30]1C=NN=[N:31]1)C#C.[CH2:35](N(CC)CC)[CH3:36].[CH3:42][N:43]([CH3:46])[CH:44]=O. (6) Given the product [C:17]([O:8][C:5]1[CH:6]=[CH:7][C:2]([F:1])=[C:3]([CH3:9])[CH:4]=1)(=[O:19])[CH3:18], predict the reactants needed to synthesize it. The reactants are: [F:1][C:2]1[CH:7]=[CH:6][C:5]([OH:8])=[CH:4][C:3]=1[CH3:9].C(N(CC)CC)C.[C:17](Cl)(=[O:19])[CH3:18]. (7) Given the product [F:1][C:2]1[C:7]([F:8])=[CH:6][CH:5]=[CH:4][C:3]=1[CH2:9][CH2:10][C:11]1[CH:16]=[C:15]([OH:17])[N:14]2[N:18]=[C:19]([C:21]([OH:24])=[O:22])[CH:20]=[C:13]2[N:12]=1, predict the reactants needed to synthesize it. The reactants are: [F:1][C:2]1[C:7]([F:8])=[CH:6][CH:5]=[CH:4][C:3]=1[CH2:9][CH2:10][C:11]1[CH:16]=[C:15]([OH:17])[N:14]2[N:18]=[C:19]([CH2:21][OH:22])[CH:20]=[C:13]2[N:12]=1.[Mn]([O-])(=O)(=O)=[O:24].[K+]. (8) Given the product [C:1]([O:4][CH2:5][C:6]1[C:7]([C:34]2[CH:33]=[C:32]([NH:45][C:46]3[CH:51]=[CH:50][C:49]([N:52]4[CH2:57][CH2:56][N:55]([CH:58]5[CH2:59][O:60][CH2:61]5)[CH2:54][C@@H:53]4[CH3:62])=[CH:48][N:47]=3)[C:31](=[O:63])[N:30]([CH3:29])[CH:35]=2)=[CH:8][C:9]([F:27])=[CH:10][C:11]=1[N:12]1[CH2:25][CH2:24][N:15]2[C:16]3[CH2:17][CH2:18][CH2:19][CH2:20][C:21]=3[C:22]([F:23])=[C:14]2[C:13]1=[O:26])(=[O:3])[CH3:2], predict the reactants needed to synthesize it. The reactants are: [C:1]([O:4][CH2:5][C:6]1[C:11]([N:12]2[CH2:25][CH2:24][N:15]3[C:16]4[CH2:17][CH2:18][CH2:19][CH2:20][C:21]=4[C:22]([F:23])=[C:14]3[C:13]2=[O:26])=[CH:10][C:9]([F:27])=[CH:8][C:7]=1Br)(=[O:3])[CH3:2].[CH3:29][N:30]1[CH:35]=[C:34](B2OC(C)(C)C(C)(C)O2)[CH:33]=[C:32]([NH:45][C:46]2[CH:51]=[CH:50][C:49]([N:52]3[CH2:57][CH2:56][N:55]([CH:58]4[CH2:61][O:60][CH2:59]4)[CH2:54][C@@H:53]3[CH3:62])=[CH:48][N:47]=2)[C:31]1=[O:63].[O-]P([O-])([O-])=O.[K+].[K+].[K+].C1COCC1. (9) Given the product [I:38][C:21]1[CH:22]=[CH:23][C:18]([C:16]([CH3:24])([CH3:17])[CH2:15][C:14](=[O:25])[C:13]([NH:12][C:11]2[CH:2]=[C:3]3[C:8](=[CH:9][CH:10]=2)[C:6](=[O:7])[O:5][CH2:4]3)=[O:26])=[CH:19][CH:20]=1, predict the reactants needed to synthesize it. The reactants are: Br[C:2]1[C:11]([NH:12][C:13](=[O:26])[C:14](=[O:25])[CH2:15][C:16]([CH3:24])([C:18]2[CH:23]=[CH:22][CH:21]=[CH:20][CH:19]=2)[CH3:17])=[CH:10][CH:9]=[C:8]2[C:3]=1[CH2:4][O:5][C:6]2=[O:7].NC1C=C2C(=CC=1)C(=O)OC2.[I:38]C1C=CC(C(C)(C)CC(=O)C(O)=O)=CC=1.